Dataset: Reaction yield outcomes from USPTO patents with 853,638 reactions. Task: Predict the reaction yield, written as a fraction of the theoretical maximum amount of product (1.0 means a 100% yield; for example, 0.34 means a 34% yield). The reactants are Br[C:2]1[CH:3]=[CH:4][C:5]([F:11])=[C:6]([CH:10]=1)[C:7]([OH:9])=[O:8].COCCOC.C(=O)([O-])[O-].[Na+].[Na+].[CH3:24][O:25][C:26]1[CH:27]=[C:28]2[C:33](=[CH:34][CH:35]=1)[CH:32]=[C:31](B(O)O)[CH:30]=[CH:29]2. The catalyst is O.C1C=CC([P]([Pd]([P](C2C=CC=CC=2)(C2C=CC=CC=2)C2C=CC=CC=2)([P](C2C=CC=CC=2)(C2C=CC=CC=2)C2C=CC=CC=2)[P](C2C=CC=CC=2)(C2C=CC=CC=2)C2C=CC=CC=2)(C2C=CC=CC=2)C2C=CC=CC=2)=CC=1.C(OCC)(=O)C. The product is [F:11][C:5]1[CH:4]=[CH:3][C:2]([C:31]2[CH:30]=[CH:29][C:28]3[C:33](=[CH:34][CH:35]=[C:26]([O:25][CH3:24])[CH:27]=3)[CH:32]=2)=[CH:10][C:6]=1[C:7]([OH:9])=[O:8]. The yield is 0.720.